Dataset: Catalyst prediction with 721,799 reactions and 888 catalyst types from USPTO. Task: Predict which catalyst facilitates the given reaction. (1) The catalyst class is: 3. Reactant: [F:1][C:2]1[CH:3]=[C:4]([N:8]2[CH2:12][CH:11]([CH2:13]OS(C)(=O)=O)[O:10][C:9]2=[O:19])[CH:5]=[CH:6][CH:7]=1.[C:20]1(=[O:30])[NH:24][C:23](=[O:25])[C:22]2=[CH:26][CH:27]=[CH:28][CH:29]=[C:21]12.[K]. Product: [F:1][C:2]1[CH:3]=[C:4]([N:8]2[CH2:12][C@@H:11]([CH2:13][N:24]3[C:20](=[O:30])[C:21]4[C:22](=[CH:26][CH:27]=[CH:28][CH:29]=4)[C:23]3=[O:25])[O:10][C:9]2=[O:19])[CH:5]=[CH:6][CH:7]=1. (2) Reactant: Cl[CH2:2][CH2:3][CH2:4][CH2:5][O:6][CH3:7].[Mg].[CH:9]12[CH2:15][CH:12]([CH:13]=[CH:14]1)[CH2:11][CH:10]2[CH:16]=[O:17].Cl. Product: [OH:17][CH:16]([CH:10]1[CH2:11][CH:12]2[CH2:15][CH:9]1[CH:14]=[CH:13]2)[CH2:2][CH2:3][CH2:4][CH2:5][O:6][CH3:7]. The catalyst class is: 30. (3) Reactant: COC([O:5][C@@H:6]1[C@H:10]([O:11]C(OC)=O)[C@@H:9]([CH3:16])[O:8][C@H:7]1[N:17]1[CH:32]=[C:31]([F:33])[C:21]([NH:22][C:23]([O:25][CH2:26][CH2:27][CH2:28][CH2:29][CH3:30])=[O:24])=[N:20][C:18]1=[O:19])=O.CO.[OH-].[Na+].Cl. The catalyst class is: 6. Product: [F:33][C:31]1[C:21]([NH:22][C:23]([O:25][CH2:26][CH2:27][CH2:28][CH2:29][CH3:30])=[O:24])=[N:20][C:18](=[O:19])[N:17]([CH:32]=1)[C@@H:7]1[O:8][C@H:9]([CH3:16])[C@@H:10]([OH:11])[C@H:6]1[OH:5]. (4) Reactant: [C:1]([O:5][C:6]([N:8]1[CH2:13][C@@H:12]([N:14]([CH2:27][CH2:28][N:29]2[C:37](=[O:38])[C:36]3[C:31](=[CH:32][CH:33]=[CH:34][CH:35]=3)[C:30]2=[O:39])S(C2C=CC=CC=2[N+]([O-])=O)(=O)=O)[CH2:11][C@@H:10]([C:40](=[O:60])[N:41]([CH:57]2[CH2:59][CH2:58]2)[CH2:42][C:43]2[C:51]3[C:46](=[CH:47][CH:48]=[CH:49][CH:50]=3)[N:45]([CH2:52][CH2:53][CH2:54][O:55][CH3:56])[CH:44]=2)[CH2:9]1)=[O:7])([CH3:4])([CH3:3])[CH3:2].C(O)(=O)CS.C1CCN2C(=NCCC2)CC1. Product: [C:1]([O:5][C:6]([N:8]1[CH2:13][C@@H:12]([NH:14][CH2:27][CH2:28][N:29]2[C:37](=[O:38])[C:36]3[C:31](=[CH:32][CH:33]=[CH:34][CH:35]=3)[C:30]2=[O:39])[CH2:11][C@@H:10]([C:40](=[O:60])[N:41]([CH:57]2[CH2:59][CH2:58]2)[CH2:42][C:43]2[C:51]3[C:46](=[CH:47][CH:48]=[CH:49][CH:50]=3)[N:45]([CH2:52][CH2:53][CH2:54][O:55][CH3:56])[CH:44]=2)[CH2:9]1)=[O:7])([CH3:4])([CH3:2])[CH3:3]. The catalyst class is: 3. (5) Reactant: [C:1]([C:4]1[C:5](=[O:21])[NH:6][C:7]2[C:12]([C:13]=1[C:14]1[CH:19]=[CH:18][CH:17]=[CH:16][CH:15]=1)=[CH:11][C:10]([Br:20])=[CH:9][CH:8]=2)(=[O:3])[CH3:2].[CH3:22][O:23][C:24]1[CH:31]=[CH:30][C:29]([O:32][CH3:33])=[CH:28][C:25]=1[CH:26]=O.[OH-].[Na+]. Product: [Br:20][C:10]1[CH:11]=[C:12]2[C:7](=[CH:8][CH:9]=1)[NH:6][C:5](=[O:21])[C:4]([C:1](=[O:3])[CH:2]=[CH:26][C:25]1[CH:28]=[C:29]([O:32][CH3:33])[CH:30]=[CH:31][C:24]=1[O:23][CH3:22])=[C:13]2[C:14]1[CH:15]=[CH:16][CH:17]=[CH:18][CH:19]=1. The catalyst class is: 97.